Dataset: Catalyst prediction with 721,799 reactions and 888 catalyst types from USPTO. Task: Predict which catalyst facilitates the given reaction. (1) Reactant: [C:1]([C:3]1[N:4]=[N:5][C:6]([CH3:9])=[CH:7][CH:8]=1)#[N:2].Cl.[NH2:11][OH:12].C(N(CC)CC)C. Product: [OH:12][N:11]=[C:1]([C:3]1[N:4]=[N:5][C:6]([CH3:9])=[CH:7][CH:8]=1)[NH2:2]. The catalyst class is: 5. (2) Reactant: [N+:1]([C:4]1[CH:9]=[CH:8][C:7]([C:10]2[S:14][C:13]([CH:15]3[CH2:20][CH2:19][CH:18]([CH2:21][C:22](OCC)=[O:23])[CH2:17][CH2:16]3)=[N:12][CH:11]=2)=[CH:6][CH:5]=1)([O-:3])=[O:2].O.[NH2:28][NH2:29]. Product: [N+:1]([C:4]1[CH:9]=[CH:8][C:7]([C:10]2[S:14][C:13]([CH:15]3[CH2:16][CH2:17][CH:18]([CH2:21][C:22]([NH:28][NH2:29])=[O:23])[CH2:19][CH2:20]3)=[N:12][CH:11]=2)=[CH:6][CH:5]=1)([O-:3])=[O:2]. The catalyst class is: 8.